This data is from Reaction yield outcomes from USPTO patents with 853,638 reactions. The task is: Predict the reaction yield, written as a fraction of the theoretical maximum amount of product (1.0 means a 100% yield; for example, 0.34 means a 34% yield). (1) The reactants are [N:1]1[CH:6]=[CH:5][CH:4]=[C:3]([C:7]2[O:11][C:10]([NH:12][C:13](=[O:20])OCC(Cl)(Cl)Cl)=[N:9][N:8]=2)[CH:2]=1.[C:21]1([C:27]2[N:31]=[C:30]([N:32]3[CH2:37][CH2:36][NH:35][CH2:34][CH2:33]3)[S:29][N:28]=2)[CH:26]=[CH:25][CH:24]=[CH:23][CH:22]=1.C(N(C(C)C)CC)(C)C.O. The catalyst is CS(C)=O. The product is [C:21]1([C:27]2[N:31]=[C:30]([N:32]3[CH2:37][CH2:36][N:35]([C:13]([NH:12][C:10]4[O:11][C:7]([C:3]5[CH:2]=[N:1][CH:6]=[CH:5][CH:4]=5)=[N:8][N:9]=4)=[O:20])[CH2:34][CH2:33]3)[S:29][N:28]=2)[CH:22]=[CH:23][CH:24]=[CH:25][CH:26]=1. The yield is 0.342. (2) The reactants are [CH2:1]([N:3]([CH2:11][C:12]1[CH:13]=[N:14][CH:15]=[C:16]([C:19]2[CH:20]=[C:21]3[C:25](=[CH:26][CH:27]=2)[N:24]([CH:28]2[CH2:33][CH2:32][CH2:31][CH2:30][O:29]2)[N:23]=[C:22]3[C:34]2[NH:35][C:36]([C:39]([NH:41][CH2:42]C3C=NC=CC=3)=[O:40])=[CH:37][N:38]=2)[C:17]=1[CH3:18])[C:4](=[O:10])[O:5][C:6]([CH3:9])([CH3:8])[CH3:7])[CH3:2].C(OC(N(C[C:60]1[C:61](C)=[C:62](C2C=C3C(=CC=2)N(C2CCCCO2)N=C3C2NC(C(O)=O)=CN=2)[CH:63]=[N:64][CH:65]=1)CC)=O)(C)(C)C.CCN(CC)CC.NCC1C=CC=CN=1.CN(C(ON1N=NC2C=CC=NC1=2)=[N+](C)C)C.F[P-](F)(F)(F)(F)F. The catalyst is C(Cl)Cl. The product is [CH2:1]([N:3]([CH2:11][C:12]1[CH:13]=[N:14][CH:15]=[C:16]([C:19]2[CH:20]=[C:21]3[C:25](=[CH:26][CH:27]=2)[N:24]([CH:28]2[CH2:33][CH2:32][CH2:31][CH2:30][O:29]2)[N:23]=[C:22]3[C:34]2[NH:35][C:36]([C:39]([NH:41][CH2:42][C:63]3[CH:62]=[CH:61][CH:60]=[CH:65][N:64]=3)=[O:40])=[CH:37][N:38]=2)[C:17]=1[CH3:18])[C:4](=[O:10])[O:5][C:6]([CH3:9])([CH3:8])[CH3:7])[CH3:2]. The yield is 0.530.